From a dataset of Peptide-MHC class I binding affinity with 185,985 pairs from IEDB/IMGT. Regression. Given a peptide amino acid sequence and an MHC pseudo amino acid sequence, predict their binding affinity value. This is MHC class I binding data. (1) The peptide sequence is LQLTAVFAY. The MHC is HLA-B07:02 with pseudo-sequence HLA-B07:02. The binding affinity (normalized) is 0.0847. (2) The peptide sequence is FPYIMGSVEL. The MHC is HLA-B53:01 with pseudo-sequence HLA-B53:01. The binding affinity (normalized) is 0.595. (3) The peptide sequence is GQFNRYAAM. The MHC is HLA-B58:01 with pseudo-sequence HLA-B58:01. The binding affinity (normalized) is 0.0847. (4) The peptide sequence is RIRTWKSLVK. The MHC is HLA-A02:02 with pseudo-sequence HLA-A02:02. The binding affinity (normalized) is 0. (5) The peptide sequence is VSFDQNLDY. The MHC is HLA-B58:01 with pseudo-sequence HLA-B58:01. The binding affinity (normalized) is 0.247. (6) The peptide sequence is FQPQNGQQI. The MHC is H-2-Db with pseudo-sequence H-2-Db. The binding affinity (normalized) is 0.395. (7) The peptide sequence is YYFSLQQRL. The MHC is H-2-Kd with pseudo-sequence H-2-Kd. The binding affinity (normalized) is 0.923.